This data is from hERG Central: cardiac toxicity at 1µM, 10µM, and general inhibition. The task is: Predict hERG channel inhibition at various concentrations. (1) The drug is O=C(CSc1nc(=O)n2ccccc2n1)N1N=C(c2cccs2)CC1c1ccc(F)cc1. Results: hERG_inhib (hERG inhibition (general)): blocker. (2) The molecule is Cc1c(CCC(=O)NCCCn2ccnc2)c(=O)oc2c(C)c3occ(C(C)(C)C)c3cc12. Results: hERG_inhib (hERG inhibition (general)): blocker. (3) The molecule is O=C(Nc1ccnn1C1CCN(Cc2ccc(Cl)cc2)CC1)C1CCCC1. Results: hERG_inhib (hERG inhibition (general)): blocker. (4) The molecule is CC(C)=CCCC(C)CN1CCC(n2nccc2NC(=O)c2cccnc2)CC1. Results: hERG_inhib (hERG inhibition (general)): blocker.